From a dataset of Forward reaction prediction with 1.9M reactions from USPTO patents (1976-2016). Predict the product of the given reaction. Given the reactants [N:1]1[CH:2]=[C:3]([C:10]2[CH:11]=[C:12]([C:16]([O:18]C)=[O:17])[S:13][C:14]=2[CH3:15])[N:4]2[C:9]=1[CH:8]=[CH:7][CH:6]=[N:5]2.C1COCC1.[OH-].[K+], predict the reaction product. The product is: [N:1]1[CH:2]=[C:3]([C:10]2[CH:11]=[C:12]([C:16]([OH:18])=[O:17])[S:13][C:14]=2[CH3:15])[N:4]2[C:9]=1[CH:8]=[CH:7][CH:6]=[N:5]2.